Task: Predict the reactants needed to synthesize the given product.. Dataset: Retrosynthesis with 50K atom-mapped reactions and 10 reaction types from USPTO (1) Given the product O=C1c2ccccc2C(O)(c2ccc3[nH]cnc3c2)N1Cc1ccccc1, predict the reactants needed to synthesize it. The reactants are: Nc1ccc(C2(O)c3ccccc3C(=O)N2Cc2ccccc2)cc1N.O=CO. (2) Given the product CO[C@H](C)[C@H](NC(=O)OC(C)(C)C)C(=O)N1CCCC1, predict the reactants needed to synthesize it. The reactants are: C1CCNC1.CO[C@H](C)[C@H](NC(=O)OC(C)(C)C)C(=O)O. (3) Given the product CN(C)C(=O)c1ccc(NC(=O)C(C)(C)CCl)cc1Cl, predict the reactants needed to synthesize it. The reactants are: CC(C)(CCl)C(=O)Cl.CN(C)C(=O)c1ccc(N)cc1Cl. (4) The reactants are: CC(C)C[C@H]1CN[C@@H](CC(C)C)C(=O)N1.O=C(O)C#Cc1ccc(Cl)cc1. Given the product CC(C)CC1CN(C(=O)C#Cc2ccc(Cl)cc2)C(CC(C)C)C(=O)N1, predict the reactants needed to synthesize it.